From a dataset of Forward reaction prediction with 1.9M reactions from USPTO patents (1976-2016). Predict the product of the given reaction. (1) Given the reactants [Br-].[CH3:2][O:3][C:4]1[CH:5]=[CH:6][CH:7]=[C:8]2[C:12]=1[CH:11]([P+](C1C=CC=CC=1)(C1C=CC=CC=1)C1C=CC=CC=1)O[C:9]2=[O:32].[F:33][C:34]1[CH:41]=[CH:40][C:39]([CH:42]=O)=[CH:38][C:35]=1[C:36]#[N:37].C(N(CC)CC)C.O.[NH2:52][NH2:53], predict the reaction product. The product is: [F:33][C:34]1[CH:41]=[CH:40][C:39]([CH2:42][C:11]2[C:12]3[C:8](=[CH:7][CH:6]=[CH:5][C:4]=3[O:3][CH3:2])[C:9](=[O:32])[NH:53][N:52]=2)=[CH:38][C:35]=1[C:36]#[N:37]. (2) Given the reactants C([S@@]([NH:7][C@H:8]([C:19]1[CH:24]=[C:23]([F:25])[CH:22]=[C:21]([F:26])[CH:20]=1)[CH2:9][CH2:10][C:11]([CH3:18])([CH3:17])[C:12]([O:14][CH2:15][CH3:16])=[O:13])=O)(C)(C)C.Cl, predict the reaction product. The product is: [NH2:7][C@H:8]([C:19]1[CH:20]=[C:21]([F:26])[CH:22]=[C:23]([F:25])[CH:24]=1)[CH2:9][CH2:10][C:11]([CH3:17])([CH3:18])[C:12]([O:14][CH2:15][CH3:16])=[O:13]. (3) The product is: [Br:6][C:7]1[C:8]([F:19])=[C:9]2[C:15]([NH2:16])=[CH:14][NH:13][C:10]2=[N:11][CH:12]=1. Given the reactants O.O.[Sn](Cl)Cl.[Br:6][C:7]1[C:8]([F:19])=[C:9]2[C:15]([N+:16]([O-])=O)=[CH:14][NH:13][C:10]2=[N:11][CH:12]=1, predict the reaction product. (4) Given the reactants [C:1]([O:5][C:6](=[O:23])[NH:7][C:8]1[CH:13]=[CH:12][C:11]([C:14](=[O:21])[C:15]2[CH:20]=[CH:19][CH:18]=[CH:17][CH:16]=2)=[CH:10][C:9]=1[NH2:22])([CH3:4])([CH3:3])[CH3:2].CC1(C)[O:30][C:29](=O)[CH:28]=[C:27]([C:32]2[S:33][CH:34]=[CH:35][CH:36]=2)[O:26]1, predict the reaction product. The product is: [C:1]([O:5][C:6](=[O:23])[NH:7][C:8]1[CH:13]=[CH:12][C:11]([C:14](=[O:21])[C:15]2[CH:20]=[CH:19][CH:18]=[CH:17][CH:16]=2)=[CH:10][C:9]=1[NH:22][C:29](=[O:30])[CH2:28][C:27](=[O:26])[C:32]1[S:33][CH:34]=[CH:35][CH:36]=1)([CH3:4])([CH3:2])[CH3:3]. (5) Given the reactants [Cl:1][C:2]1[C:7]([C:8]2[N:9]=[C:10]([N:20]3[CH2:25][CH2:24][O:23][CH2:22][CH2:21]3)[S:11][C:12]=2[C:13]2[CH:18]=[CH:17][N:16]=[C:15](Cl)[N:14]=2)=[CH:6][CH:5]=[CH:4][C:3]=1[NH:26][S:27]([C:30]1[C:35]([F:36])=[CH:34][CH:33]=[CH:32][C:31]=1[F:37])(=[O:29])=[O:28].[CH2:38]([NH2:42])[CH:39]([CH3:41])[CH3:40], predict the reaction product. The product is: [Cl:1][C:2]1[C:7]([C:8]2[N:9]=[C:10]([N:20]3[CH2:21][CH2:22][O:23][CH2:24][CH2:25]3)[S:11][C:12]=2[C:13]2[CH:18]=[CH:17][N:16]=[C:15]([NH:42][CH2:38][CH:39]([CH3:41])[CH3:40])[N:14]=2)=[CH:6][CH:5]=[CH:4][C:3]=1[NH:26][S:27]([C:30]1[C:31]([F:37])=[CH:32][CH:33]=[CH:34][C:35]=1[F:36])(=[O:29])=[O:28].